Predict the reactants needed to synthesize the given product. From a dataset of Full USPTO retrosynthesis dataset with 1.9M reactions from patents (1976-2016). (1) The reactants are: [NH2:1][C:2]1[CH:7]=[C:6]([CH:8]([CH3:10])[CH3:9])[CH:5]=[CH:4][C:3]=1[CH2:11][CH2:12][NH:13][C:14](=[O:20])[O:15][C:16]([CH3:19])([CH3:18])[CH3:17].N1C=CC=CC=1.Cl[C:28](=[O:34])[C:29]([O:31][CH2:32][CH3:33])=[O:30].O. Given the product [C:16]([O:15][C:14]([NH:13][CH2:12][CH2:11][C:3]1[CH:4]=[CH:5][C:6]([CH:8]([CH3:9])[CH3:10])=[CH:7][C:2]=1[NH:1][C:28](=[O:34])[C:29]([O:31][CH2:32][CH3:33])=[O:30])=[O:20])([CH3:18])([CH3:17])[CH3:19], predict the reactants needed to synthesize it. (2) Given the product [F:1][CH:2]([F:8])[C:3]1[NH:11][N:10]=[C:5]([NH2:6])[CH:4]=1, predict the reactants needed to synthesize it. The reactants are: [F:1][CH:2]([F:8])[C:3](=O)[CH2:4][C:5]#[N:6].O.[NH2:10][NH2:11]. (3) Given the product [CH:37]1([CH2:36][N:23]2[CH2:22][CH2:21][N:20]([C:17]3[CH:18]=[CH:19][C:14](/[CH:13]=[CH:12]/[C:11]4[CH:26]=[C:27]([C:29]5[CH:30]=[CH:31][N:32]=[CH:33][CH:34]=5)[CH:28]=[C:9]([F:8])[CH:10]=4)=[CH:15][CH:16]=3)[CH2:25][CH2:24]2)[CH2:39][CH2:38]1, predict the reactants needed to synthesize it. The reactants are: C(=O)([O-])[O-].[K+].[K+].Cl.[F:8][C:9]1[CH:10]=[C:11]([CH:26]=[C:27]([C:29]2[CH:34]=[CH:33][N:32]=[CH:31][CH:30]=2)[CH:28]=1)/[CH:12]=[CH:13]/[C:14]1[CH:19]=[CH:18][C:17]([N:20]2[CH2:25][CH2:24][NH:23][CH2:22][CH2:21]2)=[CH:16][CH:15]=1.Br[CH2:36][CH:37]1[CH2:39][CH2:38]1. (4) The reactants are: ClC(Cl)(Cl)C([N:5]1[CH2:10][CH2:9][N:8]([C:11]2[CH:16]=[C:15]([S:17]([N:20]3[C:28]4[C:23](=[CH:24][CH:25]=[C:26]([Cl:29])[CH:27]=4)[CH:22]=[CH:21]3)(=[O:19])=[O:18])[CH:14]=[CH:13][C:12]=2[O:30][CH2:31][C:32]([F:37])([F:36])[CH:33]([F:35])[F:34])[CH2:7][CH2:6]1)=O.[OH-].[K+]. Given the product [Cl:29][C:26]1[CH:27]=[C:28]2[C:23]([CH:22]=[CH:21][N:20]2[S:17]([C:15]2[CH:14]=[CH:13][C:12]([O:30][CH2:31][C:32]([F:36])([F:37])[CH:33]([F:34])[F:35])=[C:11]([N:8]3[CH2:7][CH2:6][NH:5][CH2:10][CH2:9]3)[CH:16]=2)(=[O:18])=[O:19])=[CH:24][CH:25]=1, predict the reactants needed to synthesize it. (5) Given the product [NH2:1][C:2]1[CH:10]=[CH:9][CH:8]=[C:7]([Cl:11])[C:3]=1[C:4]([NH2:13])=[O:5], predict the reactants needed to synthesize it. The reactants are: [NH2:1][C:2]1[CH:10]=[CH:9][CH:8]=[C:7]([Cl:11])[C:3]=1[C:4](O)=[O:5].C[N:13]1CCOCC1.C1C=CC2N(O)N=NC=2C=1.CCN=C=NCCCN(C)C.Cl.[OH-].[NH4+]. (6) The reactants are: [H-].[Na+].[CH2:3]([O:10][C:11]1[CH:12]=[C:13]2[C:17](=[CH:18][CH:19]=1)[NH:16][C:15]([C:20]1[CH:25]=[CH:24][C:23]([O:26][CH2:27][C:28]3[CH:33]=[CH:32][CH:31]=[CH:30][CH:29]=3)=[CH:22][CH:21]=1)=[C:14]2[CH3:34])[C:4]1[CH:9]=[CH:8][CH:7]=[CH:6][CH:5]=1.[N:35]1([CH2:42][CH2:43][O:44][C:45]2[CH:52]=[CH:51][C:48]([CH2:49]Cl)=[CH:47][CH:46]=2)[CH2:41][CH2:40][CH2:39][CH2:38][CH2:37][CH2:36]1.O. Given the product [N:35]1([CH2:42][CH2:43][O:44][C:45]2[CH:52]=[CH:51][C:48]([CH2:49][N:16]3[C:17]4[C:13](=[CH:12][C:11]([O:10][CH2:3][C:4]5[CH:5]=[CH:6][CH:7]=[CH:8][CH:9]=5)=[CH:19][CH:18]=4)[C:14]([CH3:34])=[C:15]3[C:20]3[CH:25]=[CH:24][C:23]([O:26][CH2:27][C:28]4[CH:33]=[CH:32][CH:31]=[CH:30][CH:29]=4)=[CH:22][CH:21]=3)=[CH:47][CH:46]=2)[CH2:41][CH2:40][CH2:39][CH2:38][CH2:37][CH2:36]1, predict the reactants needed to synthesize it. (7) The reactants are: C(N(C(C)C)CC)(C)C.[Cl:10][C:11]1[CH:12]=[C:13]([CH:17]=[CH:18][C:19]=1[N+:20]([O-:22])=[O:21])[C:14]([OH:16])=O.[NH2:23][C:24]1[CH:29]=[CH:28][CH:27]=[CH:26][CH:25]=1.CN(C(ON1N=NC2C=CC=CC1=2)=[N+](C)C)C.F[P-](F)(F)(F)(F)F. Given the product [Cl:10][C:11]1[CH:12]=[C:13]([CH:17]=[CH:18][C:19]=1[N+:20]([O-:22])=[O:21])[C:14]([NH:23][C:24]1[CH:29]=[CH:28][CH:27]=[CH:26][CH:25]=1)=[O:16], predict the reactants needed to synthesize it.